From a dataset of Reaction yield outcomes from USPTO patents with 853,638 reactions. Predict the reaction yield, written as a fraction of the theoretical maximum amount of product (1.0 means a 100% yield; for example, 0.34 means a 34% yield). (1) The reactants are Br[C:2]1[CH:11]=[CH:10][C:9]2[C:4](=[CH:5][CH:6]=[CH:7][CH:8]=2)[N:3]=1.Br[C:13]([F:20])([F:19])[C:14]([O:16][CH2:17][CH3:18])=[O:15]. The catalyst is CS(C)=O.[Cu]. The product is [CH2:17]([O:16][C:14](=[O:15])[C:13]([F:20])([F:19])[C:2]1[CH:11]=[CH:10][C:9]2[C:4](=[CH:5][CH:6]=[CH:7][CH:8]=2)[N:3]=1)[CH3:18]. The yield is 0.700. (2) The reactants are [C:1]([C:3]1[C:4]([C:9]2[CH:14]=[CH:13][CH:12]=[CH:11][CH:10]=2)=[N:5][O:6][C:7]=1[CH3:8])#[CH:2].Cl[C:16]1[N:21]=[CH:20][C:19]([CH2:22][CH3:23])=[CH:18][N:17]=1. No catalyst specified. The product is [CH2:22]([C:19]1[CH:18]=[N:17][C:16]([C:2]#[C:1][C:3]2[C:4]([C:9]3[CH:14]=[CH:13][CH:12]=[CH:11][CH:10]=3)=[N:5][O:6][C:7]=2[CH3:8])=[N:21][CH:20]=1)[CH3:23]. The yield is 0.280. (3) The reactants are [BH4-].[Na+].[Br:3][C:4]1[C:5]2[CH2:11][CH:10]([CH3:12])[C:9](=O)[C:6]=2[S:7][CH:8]=1.Cl.C1(C)C=CC=CC=1. The catalyst is C1COCC1.CO.O. The product is [Br:3][C:4]1[C:5]2[CH2:11][C:10]([CH3:12])=[CH:9][C:6]=2[S:7][CH:8]=1. The yield is 0.990. (4) The reactants are C(OC(=O)[NH:10][C:11]1[CH:16]=[CH:15][C:14]([C:17]([CH3:20])([CH3:19])[CH3:18])=[C:13]([NH:21][CH:22]=[O:23])[CH:12]=1)C1C=CC=CC=1.CO. The catalyst is [Pd].C(Cl)Cl. The product is [NH2:10][C:11]1[CH:16]=[CH:15][C:14]([C:17]([CH3:20])([CH3:19])[CH3:18])=[C:13]([NH:21][CH:22]=[O:23])[CH:12]=1. The yield is 0.960. (5) The reactants are [OH:1][N:2]1[C:10](=[O:11])[C:9]2[C:4](=[CH:5][CH:6]=[CH:7][CH:8]=2)[C:3]1=[O:12].Br[CH2:14][C:15]([O:17][CH3:18])=[O:16]. No catalyst specified. The product is [O:12]=[C:3]1[C:4]2[C:9](=[CH:8][CH:7]=[CH:6][CH:5]=2)[C:10](=[O:11])[N:2]1[O:1][CH2:14][C:15]([O:17][CH3:18])=[O:16]. The yield is 0.560.